Dataset: Full USPTO retrosynthesis dataset with 1.9M reactions from patents (1976-2016). Task: Predict the reactants needed to synthesize the given product. (1) Given the product [C:12]1([C:10]#[C:11][C:2]2[CH:9]=[CH:8][CH:7]=[CH:6][C:3]=2[CH:4]=[O:5])[CH:17]=[CH:16][CH:15]=[CH:14][CH:13]=1, predict the reactants needed to synthesize it. The reactants are: Br[C:2]1[CH:9]=[CH:8][CH:7]=[CH:6][C:3]=1[CH:4]=[O:5].[C:10]([C:12]1[CH:17]=[CH:16][CH:15]=[CH:14][CH:13]=1)#[CH:11]. (2) Given the product [Cl:17][C:12]1[N:13]=[C:14]2[C:9](=[CH:10][CH:11]=1)[N:8]=[CH:7][C:6]([C:4]([CH:1]1[CH2:3][CH2:2]1)=[O:5])=[C:15]2[NH:36][C@H:33]1[CH2:34][CH2:35][C@H:30]([CH2:29][N:27]([CH3:28])[CH3:26])[CH2:31][CH2:32]1, predict the reactants needed to synthesize it. The reactants are: [CH:1]1([C:4]([C:6]2[CH:7]=[N:8][C:9]3[C:14]([C:15]=2Cl)=[N:13][C:12]([Cl:17])=[CH:11][CH:10]=3)=[O:5])[CH2:3][CH2:2]1.C(O)(=O)C.C(O)(=O)C.[CH3:26][N:27]([CH2:29][C@H:30]1[CH2:35][CH2:34][C@H:33]([NH2:36])[CH2:32][CH2:31]1)[CH3:28]. (3) Given the product [CH2:1]([CH:3]([N:6]1[CH2:11][CH2:10][N:9]([C:12]([C:14]2[CH:21]=[CH:20][C:17]([CH2:18][N:22]3[CH2:27][CH2:26][CH2:25][CH2:24][CH2:23]3)=[CH:16][CH:15]=2)=[O:13])[CH2:8][CH2:7]1)[CH2:4][CH3:5])[CH3:2], predict the reactants needed to synthesize it. The reactants are: [CH2:1]([CH:3]([N:6]1[CH2:11][CH2:10][N:9]([C:12]([C:14]2[CH:21]=[CH:20][C:17]([CH:18]=O)=[CH:16][CH:15]=2)=[O:13])[CH2:8][CH2:7]1)[CH2:4][CH3:5])[CH3:2].[NH:22]1[CH2:27][CH2:26][CH2:25][CH2:24][CH2:23]1. (4) Given the product [N:17]1[C:16]2[CH:20]=[CH:21][S:22][C:15]=2[C:14]([N:11]2[CH2:10][CH2:9][CH:8]([NH2:7])[CH2:13][CH2:12]2)=[N:19][CH:18]=1, predict the reactants needed to synthesize it. The reactants are: C(OC(=O)[NH:7][CH:8]1[CH2:13][CH2:12][N:11]([C:14]2[C:15]3[S:22][CH:21]=[CH:20][C:16]=3[N:17]=[CH:18][N:19]=2)[CH2:10][CH2:9]1)(C)(C)C.C(O)(C(F)(F)F)=O. (5) Given the product [Cl:12][C:3]1[C:4]([Cl:11])=[N:5][CH:6]=[C:7]([C:2]=1[NH:18][C:17]1[CH:19]=[CH:20][C:14]([Cl:13])=[CH:15][C:16]=1[F:21])[C:8]([OH:10])=[O:9], predict the reactants needed to synthesize it. The reactants are: Cl[C:2]1[C:7]([C:8]([OH:10])=[O:9])=[CH:6][N:5]=[C:4]([Cl:11])[C:3]=1[Cl:12].[Cl:13][C:14]1[CH:20]=[CH:19][C:17]([NH2:18])=[C:16]([F:21])[CH:15]=1. (6) Given the product [CH2:20]([O:23][C:11](=[O:12])[NH:10][C:8](=[O:9])[C:7]([C:1]1[CH:2]=[CH:3][CH:4]=[CH:5][CH:6]=1)([C:14]1[CH:19]=[CH:18][CH:17]=[CH:16][CH:15]=1)[CH3:13])[CH:21]=[CH2:22], predict the reactants needed to synthesize it. The reactants are: [C:1]1([C:7]([C:14]2[CH:19]=[CH:18][CH:17]=[CH:16][CH:15]=2)([CH3:13])[C:8]([N:10]=[C:11]=[O:12])=[O:9])[CH:6]=[CH:5][CH:4]=[CH:3][CH:2]=1.[CH2:20]([OH:23])[CH:21]=[CH2:22].